From a dataset of NCI-60 drug combinations with 297,098 pairs across 59 cell lines. Regression. Given two drug SMILES strings and cell line genomic features, predict the synergy score measuring deviation from expected non-interaction effect. (1) Drug 1: CC1=C(C=C(C=C1)C(=O)NC2=CC(=CC(=C2)C(F)(F)F)N3C=C(N=C3)C)NC4=NC=CC(=N4)C5=CN=CC=C5. Drug 2: C1=CC=C(C=C1)NC(=O)CCCCCCC(=O)NO. Cell line: SNB-75. Synergy scores: CSS=6.05, Synergy_ZIP=-1.55, Synergy_Bliss=2.65, Synergy_Loewe=-4.19, Synergy_HSA=-1.76. (2) Drug 1: CS(=O)(=O)C1=CC(=C(C=C1)C(=O)NC2=CC(=C(C=C2)Cl)C3=CC=CC=N3)Cl. Drug 2: C1=CC(=CC=C1CCC2=CNC3=C2C(=O)NC(=N3)N)C(=O)NC(CCC(=O)O)C(=O)O. Cell line: UO-31. Synergy scores: CSS=48.0, Synergy_ZIP=1.12, Synergy_Bliss=-0.111, Synergy_Loewe=3.79, Synergy_HSA=4.29. (3) Drug 1: C1=C(C(=O)NC(=O)N1)N(CCCl)CCCl. Drug 2: B(C(CC(C)C)NC(=O)C(CC1=CC=CC=C1)NC(=O)C2=NC=CN=C2)(O)O. Cell line: MDA-MB-231. Synergy scores: CSS=12.3, Synergy_ZIP=-7.93, Synergy_Bliss=-7.65, Synergy_Loewe=-5.12, Synergy_HSA=-6.01. (4) Drug 1: C1=NC(=NC(=O)N1C2C(C(C(O2)CO)O)O)N. Drug 2: CC1C(C(CC(O1)OC2CC(OC(C2O)C)OC3=CC4=CC5=C(C(=O)C(C(C5)C(C(=O)C(C(C)O)O)OC)OC6CC(C(C(O6)C)O)OC7CC(C(C(O7)C)O)OC8CC(C(C(O8)C)O)(C)O)C(=C4C(=C3C)O)O)O)O. Cell line: HS 578T. Synergy scores: CSS=42.1, Synergy_ZIP=-1.22, Synergy_Bliss=-0.647, Synergy_Loewe=-2.49, Synergy_HSA=0.512. (5) Drug 1: CC12CCC3C(C1CCC2O)C(CC4=C3C=CC(=C4)O)CCCCCCCCCS(=O)CCCC(C(F)(F)F)(F)F. Drug 2: CC(C)NC(=O)C1=CC=C(C=C1)CNNC.Cl. Cell line: SNB-75. Synergy scores: CSS=-4.56, Synergy_ZIP=2.44, Synergy_Bliss=2.76, Synergy_Loewe=-1.28, Synergy_HSA=-1.07. (6) Drug 1: C1C(C(OC1N2C=NC3=C(N=C(N=C32)Cl)N)CO)O. Drug 2: CCN(CC)CCNC(=O)C1=C(NC(=C1C)C=C2C3=C(C=CC(=C3)F)NC2=O)C. Cell line: MCF7. Synergy scores: CSS=-1.50, Synergy_ZIP=0.836, Synergy_Bliss=1.62, Synergy_Loewe=-2.38, Synergy_HSA=-2.25. (7) Drug 1: CC12CCC3C(C1CCC2O)C(CC4=C3C=CC(=C4)O)CCCCCCCCCS(=O)CCCC(C(F)(F)F)(F)F. Drug 2: C1CCC(C(C1)N)N.C(=O)(C(=O)[O-])[O-].[Pt+4]. Cell line: UACC-257. Synergy scores: CSS=2.23, Synergy_ZIP=-1.19, Synergy_Bliss=-1.37, Synergy_Loewe=-3.46, Synergy_HSA=-1.45.